This data is from Peptide-MHC class I binding affinity with 185,985 pairs from IEDB/IMGT. The task is: Regression. Given a peptide amino acid sequence and an MHC pseudo amino acid sequence, predict their binding affinity value. This is MHC class I binding data. (1) The peptide sequence is GFLGPLLVL. The MHC is Patr-A0701 with pseudo-sequence Patr-A0701. The binding affinity (normalized) is 0.582. (2) The peptide sequence is RNWAHSSL. The MHC is HLA-A02:01 with pseudo-sequence HLA-A02:01. The binding affinity (normalized) is 0.